Task: Predict the reaction yield, written as a fraction of the theoretical maximum amount of product (1.0 means a 100% yield; for example, 0.34 means a 34% yield).. Dataset: Reaction yield outcomes from USPTO patents with 853,638 reactions (1) The reactants are Cl[C:2]1[C:7]([CH:8]=[O:9])=[CH:6][N:5]=[C:4]2[N:10]([CH2:13][O:14][CH2:15][CH2:16][Si:17]([CH3:20])([CH3:19])[CH3:18])[CH:11]=[CH:12][C:3]=12.C([O-])([O-])=O.[K+].[K+].[CH3:27][CH:28]([SH:30])[CH3:29]. The catalyst is O1CCOCC1. The product is [CH:28]([S:30][C:2]1[C:7]([CH:8]=[O:9])=[CH:6][N:5]=[C:4]2[N:10]([CH2:13][O:14][CH2:15][CH2:16][Si:17]([CH3:20])([CH3:19])[CH3:18])[CH:11]=[CH:12][C:3]=12)([CH3:29])[CH3:27]. The yield is 0.560. (2) The reactants are [CH3:1][O:2][C:3](=[O:14])[C:4]1[CH:9]=[C:8]([Cl:10])[C:7]([O:11][CH3:12])=[CH:6][C:5]=1[OH:13].C([O-])([O-])=O.[K+].[K+].BrC[C:23]1[CH:28]=[CH:27][CH:26]=[CH:25][CH:24]=1. The catalyst is CN(C=O)C.O. The product is [CH3:1][O:2][C:3](=[O:14])[C:4]1[CH:9]=[C:8]([Cl:10])[C:7]([O:11][CH2:12][C:23]2[CH:28]=[CH:27][CH:26]=[CH:25][CH:24]=2)=[CH:6][C:5]=1[OH:13]. The yield is 0.732. (3) The reactants are C(O[C:4](=[O:21])[CH2:5][C:6]([CH:8]1[CH2:13][CH2:12][N:11]([C:14]([O:16][C:17]([CH3:20])([CH3:19])[CH3:18])=[O:15])[CH2:10][CH2:9]1)=O)C.[F:22][C:23]([F:35])([F:34])[C:24]1[CH:25]=[C:26]2[C:30](=[CH:31][CH:32]=1)[NH:29][N:28]=[C:27]2[NH2:33].P([O-])([O-])([O-])=O.[K+].[K+].[K+]. The catalyst is O1CCOCC1. The product is [O:21]=[C:4]1[CH:5]=[C:6]([CH:8]2[CH2:9][CH2:10][N:11]([C:14]([O:16][C:17]([CH3:18])([CH3:19])[CH3:20])=[O:15])[CH2:12][CH2:13]2)[N:28]2[N:29]=[C:30]3[C:26]([CH:25]=[C:24]([C:23]([F:34])([F:22])[F:35])[CH:32]=[CH:31]3)=[C:27]2[NH:33]1. The yield is 0.0900. (4) The reactants are [CH:1]([C:3]1[CH:12]=[CH:11][C:6]([C:7]([O:9][CH3:10])=[O:8])=[CH:5][CH:4]=1)=[O:2].[CH3:13][C:14](=[N:18]O)[C:15](=O)[CH3:16].[ClH:20].C(OCC)(=O)C. No catalyst specified. The product is [Cl:20][CH2:13][C:14]1[N:18]=[C:1]([C:3]2[CH:12]=[CH:11][C:6]([C:7]([O:9][CH3:10])=[O:8])=[CH:5][CH:4]=2)[O:2][C:15]=1[CH3:16]. The yield is 0.420. (5) The reactants are [Cl-].O[NH3+:3].[C:4](=[O:7])([O-:6])O.[Na+].CS(C)=O.[C:13]([C:15]1[CH:20]=[CH:19][CH:18]=[CH:17][C:16]=1[C:21]1[CH:26]=[CH:25][C:24]([CH2:27][C:28]2[C:33](=[O:34])[N:32]([CH2:35][C:36]3[CH:45]=[CH:44][CH:43]=[CH:42][C:37]=3[C:38]([O:40][CH3:41])=[O:39])[C:31]([CH3:46])=[N:30][C:29]=2[CH2:47][CH2:48][CH3:49])=[CH:23][CH:22]=1)#[N:14]. The catalyst is C(OCC)(=O)C. The product is [CH3:46][C:31]1[N:32]([CH2:35][C:36]2[CH:45]=[CH:44][CH:43]=[CH:42][C:37]=2[C:38]([O:40][CH3:41])=[O:39])[C:33](=[O:34])[C:28]([CH2:27][C:24]2[CH:23]=[CH:22][C:21]([C:16]3[CH:17]=[CH:18][CH:19]=[CH:20][C:15]=3[C:13]3[NH:3][C:4](=[O:7])[O:6][N:14]=3)=[CH:26][CH:25]=2)=[C:29]([CH2:47][CH2:48][CH3:49])[N:30]=1. The yield is 0.370. (6) The reactants are [NH2:1][C:2]1[C:11]2[C:6](=[C:7](Br)[CH:8]=[CH:9][CH:10]=2)[N:5]=[N:4][C:3]=1[C:13]([NH:15][CH:16]1[CH2:18][CH2:17]1)=[O:14].[CH3:19][O:20][C:21]1[CH:26]=[CH:25][C:24]([O:27][CH3:28])=[CH:23][C:22]=1B(O)O. No catalyst specified. The product is [NH2:1][C:2]1[C:11]2[C:6](=[C:7]([C:25]3[CH:26]=[C:21]([O:20][CH3:19])[CH:22]=[CH:23][C:24]=3[O:27][CH3:28])[CH:8]=[CH:9][CH:10]=2)[N:5]=[N:4][C:3]=1[C:13]([NH:15][CH:16]1[CH2:18][CH2:17]1)=[O:14]. The yield is 0.850.